Dataset: Retrosynthesis with 50K atom-mapped reactions and 10 reaction types from USPTO. Task: Predict the reactants needed to synthesize the given product. The reactants are: C=C(C)B1OC(C)(C)C(C)(C)O1.COc1cc2cc(Nc3cc(C4CC4)[nH]n3)nc(Cl)c2cc1OC. Given the product C=C(C)c1nc(Nc2cc(C3CC3)[nH]n2)cc2cc(OC)c(OC)cc12, predict the reactants needed to synthesize it.